This data is from Forward reaction prediction with 1.9M reactions from USPTO patents (1976-2016). The task is: Predict the product of the given reaction. (1) Given the reactants Cl.[NH2:2][C:3]1[C:4]([OH:19])=[C:5]([C:10]2[CH:15]=[CH:14][CH:13]=[C:12]([C:16]([OH:18])=[O:17])[CH:11]=2)[CH:6]=[C:7]([F:9])[CH:8]=1.[N:20]([O-])=O.[Na+].[CH3:24][C:25]1([CH3:41])[C:33]2[C:28](=[CH:29][CH:30]=[C:31]([N:34]3[C:38](=[O:39])[CH2:37][C:36]([CH3:40])=[N:35]3)[CH:32]=2)[CH2:27][CH2:26]1.C(=O)(O)[O-].[Na+], predict the reaction product. The product is: [CH3:24][C:25]1([CH3:41])[C:33]2[C:28](=[CH:29][CH:30]=[C:31]([N:34]3[C:38](=[O:39])[C:37](=[N:20][NH:2][C:3]4[C:4]([OH:19])=[C:5]([C:10]5[CH:15]=[CH:14][CH:13]=[C:12]([C:16]([OH:18])=[O:17])[CH:11]=5)[CH:6]=[C:7]([F:9])[CH:8]=4)[C:36]([CH3:40])=[N:35]3)[CH:32]=2)[CH2:27][CH2:26]1. (2) Given the reactants Br[CH2:2][CH2:3][OH:4].Cl[S:6]([N:9]=[C:10]=[O:11])(=[O:8])=[O:7].[NH2:12][CH:13]([CH2:21][C:22]1[CH:23]=[N:24][C:25]([NH:28][C:29]([O:31][C:32]([CH3:35])([CH3:34])[CH3:33])=[O:30])=[CH:26][CH:27]=1)[C:14]([O:16][C:17]([CH3:20])([CH3:19])[CH3:18])=[O:15].C(N(CC)CC)C, predict the reaction product. The product is: [C:32]([O:31][C:29]([NH:28][C:25]1[N:24]=[CH:23][C:22]([CH2:21][CH:13]([NH:12][S:6]([N:9]2[CH2:2][CH2:3][O:4][C:10]2=[O:11])(=[O:8])=[O:7])[C:14]([O:16][C:17]([CH3:18])([CH3:19])[CH3:20])=[O:15])=[CH:27][CH:26]=1)=[O:30])([CH3:35])([CH3:34])[CH3:33]. (3) Given the reactants C(Br)C1C=CC=CC=1.C[O:10][C:11](=[O:32])[CH:12]=[CH:13][C:14]1[CH:23]=[CH:22][C:21]2[C:16](=[CH:17][CH:18]=[C:19]([O:24][CH2:25][C:26]3[CH:31]=[CH:30][CH:29]=[CH:28][CH:27]=3)[CH:20]=2)[CH:15]=1, predict the reaction product. The product is: [CH2:25]([O:24][C:19]1[CH:20]=[C:21]2[C:16](=[CH:17][CH:18]=1)[CH:15]=[C:14]([CH:13]=[CH:12][C:11]([OH:32])=[O:10])[CH:23]=[CH:22]2)[C:26]1[CH:27]=[CH:28][CH:29]=[CH:30][CH:31]=1. (4) Given the reactants O.[OH-].[Li+].C[O:5][C:6](=[O:36])[CH2:7][C:8]1[C:17]([CH3:18])=[C:16]([C:19]2[CH:24]=[CH:23][C:22]([S:25](=[O:34])(=[O:33])[NH:26][CH:27]3[CH2:32][CH2:31][CH2:30][CH2:29][CH2:28]3)=[CH:21][CH:20]=2)[C:15]2[C:10](=[CH:11][CH:12]=[C:13]([F:35])[CH:14]=2)[CH:9]=1.C1COCC1.O, predict the reaction product. The product is: [CH:27]1([NH:26][S:25]([C:22]2[CH:21]=[CH:20][C:19]([C:16]3[C:15]4[C:10](=[CH:11][CH:12]=[C:13]([F:35])[CH:14]=4)[CH:9]=[C:8]([CH2:7][C:6]([OH:36])=[O:5])[C:17]=3[CH3:18])=[CH:24][CH:23]=2)(=[O:34])=[O:33])[CH2:28][CH2:29][CH2:30][CH2:31][CH2:32]1. (5) Given the reactants Br[CH2:2][CH2:3][NH:4][C:5]1[CH:10]=[CH:9][CH:8]=[C:7]([Cl:11])[CH:6]=1.[NH2:12][C@@H:13]1[CH2:18][CH2:17][CH2:16][N:15]([C:19]([O:21][C:22]([CH3:25])([CH3:24])[CH3:23])=[O:20])[CH2:14]1.CCN(C(C)C)C(C)C, predict the reaction product. The product is: [Cl:11][C:7]1[CH:6]=[C:5]([NH:4][CH2:3][CH2:2][NH:12][C@@H:13]2[CH2:18][CH2:17][CH2:16][N:15]([C:19]([O:21][C:22]([CH3:25])([CH3:24])[CH3:23])=[O:20])[CH2:14]2)[CH:10]=[CH:9][CH:8]=1. (6) Given the reactants O[C:2]1([C:8]#[C:9][C:10]2[CH:29]=[CH:28][C:13]3[N:14]=[C:15]([C:20]4[CH:21]=[C:22]([CH:25]=[CH:26][CH:27]=4)[C:23]#[N:24])[CH2:16][C:17](=[O:19])[NH:18][C:12]=3[CH:11]=2)[CH2:7][CH2:6][CH2:5][CH2:4][CH2:3]1.C(O)(C(F)(F)F)=O, predict the reaction product. The product is: [C:2]1([C:8]#[C:9][C:10]2[CH:29]=[CH:28][C:13]3[N:14]=[C:15]([C:20]4[CH:21]=[C:22]([CH:25]=[CH:26][CH:27]=4)[C:23]#[N:24])[CH2:16][C:17](=[O:19])[NH:18][C:12]=3[CH:11]=2)[CH2:7][CH2:6][CH2:5][CH2:4][CH:3]=1. (7) Given the reactants [C:1]([O:5][C:6]([N:8]1[CH2:12][C@H:11]([CH2:13][NH:14][CH:15]([CH3:17])[CH3:16])[C@@H:10]([CH2:18][C:19]2[CH:24]=[CH:23][CH:22]=[CH:21][CH:20]=2)[CH2:9]1)=[O:7])([CH3:4])([CH3:3])[CH3:2].[CH3:25][O:26][CH2:27][CH2:28][CH2:29][O:30][C:31]1[CH:32]=[C:33]([CH:37]=[CH:38][C:39]=1[CH3:40])[C:34](O)=[O:35].O=C1N(P(Cl)(N2CCOC2=O)=O)CCO1.C(N(CC)CC)C, predict the reaction product. The product is: [C:1]([O:5][C:6]([N:8]1[CH2:12][C@@H:11]([CH2:13][N:14]([CH:15]([CH3:16])[CH3:17])[C:34](=[O:35])[C:33]2[CH:37]=[CH:38][C:39]([CH3:40])=[C:31]([O:30][CH2:29][CH2:28][CH2:27][O:26][CH3:25])[CH:32]=2)[C@H:10]([CH2:18][C:19]2[CH:20]=[CH:21][CH:22]=[CH:23][CH:24]=2)[CH2:9]1)=[O:7])([CH3:3])([CH3:4])[CH3:2]. (8) Given the reactants [CH:1]1[C:10]2[C:5](=[CH:6][CH:7]=[CH:8][CH:9]=2)[CH:4]=[CH:3][C:2]=1[CH:11]=O.C(C1C=NC=CC=1)(=O)C.[I-].BrC1N=C(C(=O)C[N+]2C=CC=CC=2)C=CC=1.Br[C:40]1[N:45]=[C:44]([C:46]2[CH:51]=C(C3C=CC4C(=CC=CC=4)C=3)[CH:49]=[C:48]([C:62]3[CH:63]=[N:64][CH:65]=[CH:66][CH:67]=3)[N:47]=2)[CH:43]=[CH:42][CH:41]=1.[CH:68]1[C:80]2[C:79]3[CH:78]=[CH:77][CH:76]=[CH:75][C:74]=3[NH:73][C:72]=2[CH:71]=[CH:70][N:69]=1.C(=O)([O-])[O-].[K+].[K+], predict the reaction product. The product is: [CH:1]1[C:10]2[C:5](=[CH:6][CH:7]=[CH:8][CH:9]=2)[CH:4]=[CH:3][C:2]=1[C:11]1[CH:49]=[C:48]([C:62]2[CH:63]=[N:64][CH:65]=[CH:66][CH:67]=2)[N:47]=[C:46]([C:44]2[CH:43]=[CH:42][CH:41]=[C:40]([N:73]3[C:74]4[CH:75]=[CH:76][CH:77]=[CH:78][C:79]=4[C:80]4[CH:68]=[N:69][CH:70]=[CH:71][C:72]3=4)[N:45]=2)[CH:51]=1. (9) Given the reactants [C:1]([O:5][CH2:6][C:7]1[CH:8]=[C:9]([CH2:15][OH:16])[N:10]=[N:11][C:12]=1[O:13][CH3:14])([CH3:4])([CH3:3])[CH3:2].C([O-])(=O)C.[CH3:21][S:22](Cl)(=[O:24])=[O:23], predict the reaction product. The product is: [CH3:21][S:22]([O:16][CH2:15][C:9]1[N:10]=[N:11][C:12]([O:13][CH3:14])=[C:7]([CH2:6][O:5][C:1]([CH3:4])([CH3:2])[CH3:3])[CH:8]=1)(=[O:24])=[O:23]. (10) Given the reactants C(Cl)(Cl)(Cl)Cl.[CH3:6][Si:7]([CH3:23])([CH3:22])[CH2:8][CH2:9][O:10][CH2:11][N:12]1[C:16]([C:17]([O:19][CH2:20][CH3:21])=[O:18])=[CH:15][N:14]=[CH:13]1.C1C(=O)N([Br:31])C(=O)C1.CC(N=NC(C#N)(C)C)(C#N)C, predict the reaction product. The product is: [Br:31][C:13]1[N:12]([CH2:11][O:10][CH2:9][CH2:8][Si:7]([CH3:22])([CH3:23])[CH3:6])[C:16]([C:17]([O:19][CH2:20][CH3:21])=[O:18])=[CH:15][N:14]=1.